Dataset: Reaction yield outcomes from USPTO patents with 853,638 reactions. Task: Predict the reaction yield, written as a fraction of the theoretical maximum amount of product (1.0 means a 100% yield; for example, 0.34 means a 34% yield). (1) No catalyst specified. The reactants are [CH3:1][O:2][C:3]1[CH:4]=[C:5]([CH:9]([CH2:13][C:14]([OH:16])=[O:15])C(O)=O)[CH:6]=[CH:7][CH:8]=1.[CH2:17](O)[CH3:18]. The product is [CH3:1][O:2][C:3]1[CH:4]=[C:5]([CH2:9][CH2:13][C:14]([O:16][CH2:17][CH3:18])=[O:15])[CH:6]=[CH:7][CH:8]=1. The yield is 0.930. (2) The reactants are [SH:1][C:2]1[CH:7]=[CH:6][CH:5]=[CH:4][N:3]=1.F[C:9]1[CH:14]=[CH:13][CH:12]=[CH:11][C:10]=1[N+:15]([O-:17])=[O:16].[N:18]1[CH:23]=[CH:22][CH:21]=[CH:20][C:19]=1[S:24][C:25]1[CH:31]=[CH:30][CH:29]=[CH:28][C:26]=1[NH2:27].NC1SC=[CH:36][N:37]=1. No catalyst specified. The yield is 0.600. The product is [N:3]1[CH:4]=[CH:5][CH:6]=[CH:7][C:2]=1[S:1][C:9]1[CH:14]=[CH:13][CH:12]=[CH:11][C:10]=1[N+:15]([O-:17])=[O:16].[N:18]1[CH:23]=[CH:22][CH:21]=[CH:20][C:19]=1[S:24][C:25]1[CH:31]=[CH:30][CH:29]=[CH:28][C:26]=1[NH:27][C:36]([NH:37][C:2]1[S:1][CH:5]=[CH:4][N:3]=1)=[O:16]. (3) The reactants are [Cl:1][C:2]1[CH:3]=[C:4]([N:22]([CH2:33][CH3:34])[C@H:23]2[C@H:27]([O:28][CH2:29][CH2:30][O:31][CH3:32])[CH2:26][O:25][CH2:24]2)[C:5]([CH3:21])=[C:6]([CH:20]=1)[C:7]([NH:9][CH2:10][C:11]1[C:12]([CH3:19])=[N:13][N:14]([CH3:18])[C:15]=1[O:16]C)=[O:8].Cl. No catalyst specified. The product is [Cl:1][C:2]1[CH:3]=[C:4]([N:22]([CH2:33][CH3:34])[C@H:23]2[C@H:27]([O:28][CH2:29][CH2:30][O:31][CH3:32])[CH2:26][O:25][CH2:24]2)[C:5]([CH3:21])=[C:6]([CH:20]=1)[C:7]([NH:9][CH2:10][C:11]1[C:15](=[O:16])[N:14]([CH3:18])[NH:13][C:12]=1[CH3:19])=[O:8]. The yield is 0.206. (4) The reactants are [N+:1]([C:4]1[CH:5]=[CH:6][C:7]2[NH:12][CH2:11][CH2:10][S:9][C:8]=2[CH:13]=1)([O-:3])=[O:2].Cl.Cl[CH2:16][CH2:17][CH:18]1[CH2:22][CH2:21][CH2:20][N:19]1[CH3:23]. The catalyst is [Br-].C([N+](CCCC)(CCCC)CCCC)CCC.ClCCl.[OH-].[Na+].O. The product is [CH3:23][N:19]1[CH2:20][CH2:21][CH2:22][CH:18]1[CH2:17][CH2:16][N:12]1[CH2:11][CH2:10][S:9][C:8]2[CH:13]=[C:4]([N+:1]([O-:3])=[O:2])[CH:5]=[CH:6][C:7]1=2. The yield is 0.528.